This data is from Full USPTO retrosynthesis dataset with 1.9M reactions from patents (1976-2016). The task is: Predict the reactants needed to synthesize the given product. (1) Given the product [CH3:22][CH2:19][O:18][C:16]([CH3:24])=[O:17].[CH3:4][CH2:3][CH2:2][CH:1]([CH3:7])[CH3:6], predict the reactants needed to synthesize it. The reactants are: [C:1]1([CH2:7]CNC2CCN([C:16]([O:18][C:19]([CH3:22])(C)C)=[O:17])CC2)[CH:6]=C[CH:4]=[CH:3][CH:2]=1.F[C:24]1C=C(F)C=CC=1N=C=O.O. (2) Given the product [ClH:38].[CH3:35][N:24]([CH:25]1[CH2:30][C:29]([CH3:32])([CH3:31])[NH:28][C:27]([CH3:34])([CH3:33])[CH2:26]1)[C:21]1[N:22]=[N:23][C:18]([C:9]2[CH:10]=[C:11]3[C:16]([N:15]=[CH:14][CH:13]=[N:12]3)=[CH:17][C:8]=2[OH:7])=[CH:19][CH:20]=1, predict the reactants needed to synthesize it. The reactants are: B(Br)(Br)Br.C([O:7][C:8]1[CH:17]=[C:16]2[C:11]([N:12]=[CH:13][CH:14]=[N:15]2)=[CH:10][C:9]=1[C:18]1[N:23]=[N:22][C:21]([N:24]([CH3:35])[CH:25]2[CH2:30][C:29]([CH3:32])([CH3:31])[NH:28][C:27]([CH3:34])([CH3:33])[CH2:26]2)=[CH:20][CH:19]=1)C.CO.[ClH:38]. (3) Given the product [CH3:1][O:2][C:3]1[CH:4]=[CH:5][C:6]2[N:12]3[C:13]([CH3:16])=[N:14][N:15]=[C:11]3[CH:10]([CH3:17])[CH2:9][N:8]([C:20]3[CH:27]=[CH:26][C:23]([C:24]#[N:25])=[CH:22][CH:21]=3)[C:7]=2[N:18]=1, predict the reactants needed to synthesize it. The reactants are: [CH3:1][O:2][C:3]1[CH:4]=[CH:5][C:6]2[N:12]3[C:13]([CH3:16])=[N:14][N:15]=[C:11]3[CH:10]([CH3:17])[CH2:9][NH:8][C:7]=2[N:18]=1.I[C:20]1[CH:27]=[CH:26][C:23]([C:24]#[N:25])=[CH:22][CH:21]=1.C(=O)([O-])[O-].[Cs+].[Cs+]. (4) Given the product [O:17]1[CH2:22][CH2:21][N:20]([CH2:7][CH2:8][O:9][C:10]2[CH:11]=[C:12]([NH:16][C:34]([NH:33][C:29]3[CH:30]=[CH:31][CH:32]=[C:27]([O:26][CH2:25][CH2:24][CH2:23][N:20]4[CH2:19][CH2:18][O:17][CH2:22][CH2:21]4)[CH:28]=3)=[O:45])[CH:13]=[CH:14][CH:15]=2)[CH2:19][CH2:18]1, predict the reactants needed to synthesize it. The reactants are: N1CCOC([CH2:7][CH2:8][O:9][C:10]2[CH:11]=[C:12]([NH2:16])[CH:13]=[CH:14][CH:15]=2)C1.[O:17]1[CH2:22][CH2:21][N:20]([CH2:23][CH2:24][CH2:25][O:26][C:27]2[CH:28]=[C:29]([NH:33][C:34](=[O:45])OC3C=CC([N+]([O-])=O)=CC=3)[CH:30]=[CH:31][CH:32]=2)[CH2:19][CH2:18]1. (5) Given the product [F:18][C:19]([F:36])([F:37])[C:20]1[CH:21]=[C:22]([C:30]([C:31]([F:34])([F:33])[F:32])=[CH:2][C:1]([C:4]2[C:13]3[C:8](=[CH:9][CH:10]=[CH:11][CH:12]=3)[C:7]([C:14]([O:16][CH3:17])=[O:15])=[CH:6][CH:5]=2)=[O:3])[CH:23]=[C:24]([C:26]([F:27])([F:28])[F:29])[CH:25]=1, predict the reactants needed to synthesize it. The reactants are: [C:1]([C:4]1[C:13]2[C:8](=[CH:9][CH:10]=[CH:11][CH:12]=2)[C:7]([C:14]([O:16][CH3:17])=[O:15])=[CH:6][CH:5]=1)(=[O:3])[CH3:2].[F:18][C:19]([F:37])([F:36])[C:20]1[CH:21]=[C:22]([C:30](=O)[C:31]([F:34])([F:33])[F:32])[CH:23]=[C:24]([C:26]([F:29])([F:28])[F:27])[CH:25]=1.[OH-].[Ca+2].[OH-].CN(C)C=O. (6) Given the product [CH3:16][N:14]1[CH2:13][C@@H:10]2[C@@H:9]([N:8]([C:5]3[CH:6]=[CH:7][C:2]([B:17]4[O:21][C:20]([CH3:23])([CH3:22])[C:19]([CH3:25])([CH3:24])[O:18]4)=[CH:3][CH:4]=3)[CH2:12][CH2:11]2)[CH2:15]1, predict the reactants needed to synthesize it. The reactants are: Br[C:2]1[CH:7]=[CH:6][C:5]([N:8]2[CH2:12][CH2:11][C@@H:10]3[CH2:13][N:14]([CH3:16])[CH2:15][C@H:9]23)=[CH:4][CH:3]=1.[B:17]1([B:17]2[O:21][C:20]([CH3:23])([CH3:22])[C:19]([CH3:25])([CH3:24])[O:18]2)[O:21][C:20]([CH3:23])([CH3:22])[C:19]([CH3:25])([CH3:24])[O:18]1.O1CCOB1.C(Cl)Cl.CC([O-])=O.[K+]. (7) Given the product [CH2:11]([N:18]1[C:3]([OH:5])=[C:2]([CH3:1])[CH:8]=[N:19]1)[C:12]1[CH:17]=[CH:16][CH:15]=[CH:14][CH:13]=1, predict the reactants needed to synthesize it. The reactants are: [CH3:1][CH:2]([CH:8]=O)[C:3]([O:5]CC)=O.Cl.[CH2:11]([NH:18][NH2:19])[C:12]1[CH:17]=[CH:16][CH:15]=[CH:14][CH:13]=1. (8) Given the product [N:1]1([C:13]2[CH:18]=[CH:17][C:16]([N:19]3[C:23]4=[N:24][CH:25]=[CH:26][CH:27]=[C:22]4[N:21]([CH2:29][CH3:30])[C:20]3=[O:28])=[CH:15][CH:14]=2)[C:5]2=[N:6][C:7]3[CH:12]=[CH:11][CH:10]=[CH:9][C:8]=3[N:4]2[CH2:3][CH2:2]1, predict the reactants needed to synthesize it. The reactants are: [N:1]1([C:13]2[CH:18]=[CH:17][C:16]([N:19]3[C:23]4=[N:24][CH:25]=[CH:26][CH:27]=[C:22]4[NH:21][C:20]3=[O:28])=[CH:15][CH:14]=2)[C:5]2=[N:6][C:7]3[CH:12]=[CH:11][CH:10]=[CH:9][C:8]=3[N:4]2[CH2:3][CH2:2]1.[CH2:29](I)[CH3:30].[H-].[Na+].O. (9) Given the product [Cl:64][C:25]1[CH:26]=[CH:27][C:22]([C:19]([C:3]2[C:2]([OH:1])=[C:11]([C:12]([OH:14])=[O:13])[C:10]3[C:5](=[C:6]([C:30]([OH:35])([C:31]([F:34])([F:33])[F:32])[C:29]([F:48])([F:47])[F:28])[CH:7]=[CH:8][CH:9]=3)[N:4]=2)([CH3:20])[CH3:21])=[CH:23][CH:24]=1, predict the reactants needed to synthesize it. The reactants are: [OH:1][C:2]1[C:3]([C:19]([C:22]2[CH:27]=[CH:26][CH:25]=[CH:24][CH:23]=2)([CH3:21])[CH3:20])=[N:4][C:5]2[C:10]([C:11]=1[C:12]([OH:14])=[O:13])=[CH:9][CH:8]=[C:7]1CCCC[C:6]=21.[F:28][C:29]([F:48])([F:47])[C:30](C1C=CC=C2C=1NC(=O)C2=O)([OH:35])[C:31]([F:34])([F:33])[F:32].C(OCC(=O)C(C1C=CC([Cl:64])=CC=1)(C)C)(=O)C.